This data is from Catalyst prediction with 721,799 reactions and 888 catalyst types from USPTO. The task is: Predict which catalyst facilitates the given reaction. (1) Product: [Cl:1][C:2]1[CH:3]=[C:4]2[C:13](=[C:14]3[C:19]=1[CH:18]=[CH:17][CH:16]=[N:15]3)[NH:12][S:11](=[O:21])(=[O:20])[C:10]1[C:5]2=[CH:6][C:7]([NH:23][CH:24]([CH2:27][OH:28])[CH2:25][OH:26])=[CH:8][CH:9]=1. The catalyst class is: 37. Reactant: [Cl:1][C:2]1[CH:3]=[C:4]2[C:13](=[C:14]3[C:19]=1[CH:18]=[CH:17][CH:16]=[N:15]3)[NH:12][S:11](=[O:21])(=[O:20])[C:10]1[C:5]2=[CH:6][C:7](F)=[CH:8][CH:9]=1.[NH2:23][CH:24]([CH2:27][OH:28])[CH2:25][OH:26]. (2) Reactant: Cl.[Cl:2][CH2:3][CH2:4][NH:5][CH2:6][CH2:7][Cl:8].C([N:11]([CH2:14]C)[CH2:12][CH3:13])C.ClC([O:19]C)=S.ClCCNCCCl.NC[CH2:30][C:31]1[CH:36]=[CH:35][C:34]([OH:37])=[CH:33][CH:32]=1. Product: [Cl:2][CH2:3][CH2:4][N:5]([N:11]([C:12]([CH2:13][CH2:30][C:31]1[CH:36]=[CH:35][C:34]([OH:37])=[CH:33][CH:32]=1)=[O:19])[CH3:14])[CH2:6][CH2:7][Cl:8]. The catalyst class is: 96. (3) Reactant: CN(C(ON1N=NC2C=CC=NC1=2)=[N+](C)C)C.F[P-](F)(F)(F)(F)F.[CH3:25][O:26][C:27]1[N:28]=[CH:29][C:30]([C:33]([OH:35])=O)=[N:31][CH:32]=1.CCN(C(C)C)C(C)C.[F:45][C:46]([F:59])([F:58])[C:47]1[NH:48][C:49]2[C:54]([CH:55]=1)=[CH:53][C:52]([CH2:56][NH2:57])=[CH:51][CH:50]=2. Product: [CH3:25][O:26][C:27]1[N:28]=[CH:29][C:30]([C:33]([NH:57][CH2:56][C:52]2[CH:53]=[C:54]3[C:49](=[CH:50][CH:51]=2)[NH:48][C:47]([C:46]([F:59])([F:45])[F:58])=[CH:55]3)=[O:35])=[N:31][CH:32]=1. The catalyst class is: 3. (4) Reactant: Br[C:2]1[C:7]([F:8])=[C:6]([N:9]2[CH2:14][CH2:13][CH:12]([C:15]3[N:24]=[C:23]4[C:18]([CH2:19][CH2:20][CH2:21][NH:22]4)=[CH:17][CH:16]=3)[CH2:11][CH2:10]2)[N:5]=[CH:4][N:3]=1.[NH2:25][CH2:26][C@@H:27]([C:39]([O:41][C:42]([CH3:45])([CH3:44])[CH3:43])=[O:40])[NH:28][C:29]([O:31][CH2:32][C:33]1[CH:38]=[CH:37][CH:36]=[CH:35][CH:34]=1)=[O:30].[F-].[Cs+].C1(P(C2C=CC=CC=2)C2C=CC3C(=CC=CC=3)C=2C2C3C(=CC=CC=3)C=CC=2P(C2C=CC=CC=2)C2C=CC=CC=2)C=CC=CC=1. Product: [F:8][C:7]1[C:2]([NH:25][CH2:26][C@@H:27]([C:39]([O:41][C:42]([CH3:45])([CH3:44])[CH3:43])=[O:40])[NH:28][C:29]([O:31][CH2:32][C:33]2[CH:38]=[CH:37][CH:36]=[CH:35][CH:34]=2)=[O:30])=[N:3][CH:4]=[N:5][C:6]=1[N:9]1[CH2:14][CH2:13][CH:12]([C:15]2[N:24]=[C:23]3[C:18]([CH2:19][CH2:20][CH2:21][NH:22]3)=[CH:17][CH:16]=2)[CH2:11][CH2:10]1. The catalyst class is: 62. (5) Product: [ClH:40].[NH2:1][C:2]1[C:3]2[CH:10]=[CH:9][N:8]([C@@H:11]3[O:15][C@H:14]([CH2:16][N:17]([CH:35]([CH3:36])[CH3:37])[CH2:18][CH2:19][CH2:20][NH:21][C:22]([NH:24][C:25]4[CH:26]=[CH:27][C:28]([C:31]([CH3:33])([CH3:32])[CH3:34])=[CH:29][CH:30]=4)=[O:23])[C@@H:13]([OH:38])[C@H:12]3[OH:39])[C:4]=2[N:5]=[CH:6][N:7]=1. The catalyst class is: 5. Reactant: [NH2:1][C:2]1[C:3]2[CH:10]=[CH:9][N:8]([C@@H:11]3[O:15][C@H:14]([CH2:16][N:17]([CH:35]([CH3:37])[CH3:36])[CH2:18][CH2:19][CH2:20][NH:21][C:22]([NH:24][C:25]4[CH:30]=[CH:29][C:28]([C:31]([CH3:34])([CH3:33])[CH3:32])=[CH:27][CH:26]=4)=[O:23])[C@@H:13]([OH:38])[C@H:12]3[OH:39])[C:4]=2[N:5]=[CH:6][N:7]=1.[ClH:40].O. (6) Reactant: Cl.[F:2][C:3]1[CH:4]=[C:5]([CH:9]=[CH:10][C:11]=1[CH3:12])[C:6]([NH2:8])=[NH:7].[Cl:13][C:14]1[CH:15]=[C:16]([S:21](Cl)(=[O:23])=[O:22])[CH:17]=[CH:18][C:19]=1[F:20].CN1CCOCC1. Product: [Cl:13][C:14]1[CH:15]=[C:16]([S:21]([NH:7][C:6](=[NH:8])[C:5]2[CH:9]=[CH:10][C:11]([CH3:12])=[C:3]([F:2])[CH:4]=2)(=[O:22])=[O:23])[CH:17]=[CH:18][C:19]=1[F:20]. The catalyst class is: 1. (7) Reactant: [Br:1][C:2]1[CH:3]=[CH:4][C:5]([CH2:8][NH:9][CH:10]2[CH2:15][CH2:14][N:13]([CH2:16][CH2:17][N:18]3[C:27]4[C:22](=[N:23][CH:24]=[C:25]([F:28])[CH:26]=4)[CH:21]=[CH:20][C:19]3=[O:29])[CH2:12][CH2:11]2)=[N:6][CH:7]=1.[ClH:30]. Product: [ClH:30].[ClH:30].[Br:1][C:2]1[CH:3]=[CH:4][C:5]([CH2:8][NH:9][CH:10]2[CH2:15][CH2:14][N:13]([CH2:16][CH2:17][N:18]3[C:27]4[C:22](=[N:23][CH:24]=[C:25]([F:28])[CH:26]=4)[CH:21]=[CH:20][C:19]3=[O:29])[CH2:12][CH2:11]2)=[N:6][CH:7]=1. The catalyst class is: 2. (8) Product: [CH3:1][O:2][C:3](=[O:12])[C:4]1[CH:9]=[CH:8][C:7]([NH:10][C:13](=[O:15])[CH3:14])=[C:6]([I:11])[CH:5]=1. Reactant: [CH3:1][O:2][C:3](=[O:12])[C:4]1[CH:9]=[CH:8][C:7]([NH2:10])=[C:6]([I:11])[CH:5]=1.[C:13](Cl)(=[O:15])[CH3:14]. The catalyst class is: 17. (9) The catalyst class is: 61. Reactant: [N:1]([C:4]1[S:8][C:7]2[CH2:9][CH2:10][CH2:11][CH2:12][C:6]=2[C:5]=1[C:13]1[O:17][N:16]=[C:15]([C:18]([F:21])([F:20])[F:19])[N:14]=1)=[C:2]=[O:3].[NH:22]1[CH2:29][CH2:28][CH2:27][C@@H:23]1[C:24]([OH:26])=[O:25]. Product: [F:19][C:18]([F:21])([F:20])[C:15]1[N:14]=[C:13]([C:5]2[C:6]3[CH2:12][CH2:11][CH2:10][CH2:9][C:7]=3[S:8][C:4]=2[NH:1][C:2]([N:22]2[CH2:29][CH2:28][CH2:27][C@@H:23]2[C:24]([OH:26])=[O:25])=[O:3])[O:17][N:16]=1. (10) Reactant: [C:1]([NH:4][CH:5]([CH2:10][N:11]1[CH2:16][CH2:15][N:14]([CH3:17])[CH2:13][CH2:12]1)[C:6](OC)=[O:7])(=[O:3])[CH3:2].[BH4-].[Na+].O.ClCCl. Product: [OH:7][CH2:6][CH:5]([NH:4][C:1](=[O:3])[CH3:2])[CH2:10][N:11]1[CH2:16][CH2:15][N:14]([CH3:17])[CH2:13][CH2:12]1. The catalyst class is: 5.